This data is from Peptide-MHC class II binding affinity with 134,281 pairs from IEDB. The task is: Regression. Given a peptide amino acid sequence and an MHC pseudo amino acid sequence, predict their binding affinity value. This is MHC class II binding data. (1) The peptide sequence is GATDVDGMAWFTPVG. The MHC is HLA-DPA10301-DPB10402 with pseudo-sequence HLA-DPA10301-DPB10402. The binding affinity (normalized) is 0.136. (2) The peptide sequence is SQDLELSWNLNGLRAY. The MHC is DRB1_0802 with pseudo-sequence DRB1_0802. The binding affinity (normalized) is 0.420. (3) The peptide sequence is LIEDYFEALSLQLSG. The binding affinity (normalized) is 0.847. The MHC is DRB1_0701 with pseudo-sequence DRB1_0701. (4) The peptide sequence is FTDASTVASAQIH. The MHC is DRB4_0101 with pseudo-sequence DRB4_0103. The binding affinity (normalized) is 0. (5) The peptide sequence is DLGCGRGGWCYYAAA. The MHC is DRB1_1301 with pseudo-sequence DRB1_1301. The binding affinity (normalized) is 0.368. (6) The peptide sequence is PGLTSSVIGALPQGM. The MHC is DRB1_0101 with pseudo-sequence DRB1_0101. The binding affinity (normalized) is 0.160.